This data is from Full USPTO retrosynthesis dataset with 1.9M reactions from patents (1976-2016). The task is: Predict the reactants needed to synthesize the given product. Given the product [C:1]([O:5][C:6](=[O:21])[N:7]([C:14]1[CH:15]=[N:16][CH:17]=[CH:18][C:19]=1[C:26]1[CH:27]=[CH:28][C:23]([F:22])=[CH:24][C:25]=1[O:32][CH3:33])[CH2:8][C:9]1[O:10][CH:11]=[CH:12][N:13]=1)([CH3:4])([CH3:3])[CH3:2], predict the reactants needed to synthesize it. The reactants are: [C:1]([O:5][C:6](=[O:21])[N:7]([C:14]1[CH:15]=[N:16][CH:17]=[CH:18][C:19]=1I)[CH2:8][C:9]1[O:10][CH:11]=[CH:12][N:13]=1)([CH3:4])([CH3:3])[CH3:2].[F:22][C:23]1[CH:28]=[CH:27][C:26](B(O)O)=[C:25]([O:32][CH3:33])[CH:24]=1.